Dataset: NCI-60 drug combinations with 297,098 pairs across 59 cell lines. Task: Regression. Given two drug SMILES strings and cell line genomic features, predict the synergy score measuring deviation from expected non-interaction effect. (1) Drug 1: CN1CCC(CC1)COC2=C(C=C3C(=C2)N=CN=C3NC4=C(C=C(C=C4)Br)F)OC. Drug 2: CC1=CC2C(CCC3(C2CCC3(C(=O)C)OC(=O)C)C)C4(C1=CC(=O)CC4)C. Cell line: K-562. Synergy scores: CSS=41.2, Synergy_ZIP=-0.418, Synergy_Bliss=-8.08, Synergy_Loewe=-47.2, Synergy_HSA=-8.76. (2) Drug 1: C1CN1P(=S)(N2CC2)N3CC3. Drug 2: C1=NC2=C(N1)C(=S)N=CN2. Cell line: OVCAR3. Synergy scores: CSS=51.2, Synergy_ZIP=-3.22, Synergy_Bliss=-5.85, Synergy_Loewe=-35.5, Synergy_HSA=-3.82. (3) Drug 1: C1CCN(CC1)CCOC2=CC=C(C=C2)C(=O)C3=C(SC4=C3C=CC(=C4)O)C5=CC=C(C=C5)O. Drug 2: CN(C)C1=NC(=NC(=N1)N(C)C)N(C)C. Cell line: OVCAR3. Synergy scores: CSS=-5.93, Synergy_ZIP=3.42, Synergy_Bliss=-0.0165, Synergy_Loewe=-9.12, Synergy_HSA=-6.22. (4) Drug 1: CN1CCC(CC1)COC2=C(C=C3C(=C2)N=CN=C3NC4=C(C=C(C=C4)Br)F)OC. Drug 2: CCC1(C2=C(COC1=O)C(=O)N3CC4=CC5=C(C=CC(=C5CN(C)C)O)N=C4C3=C2)O.Cl. Cell line: PC-3. Synergy scores: CSS=11.7, Synergy_ZIP=-5.10, Synergy_Bliss=-1.41, Synergy_Loewe=-6.48, Synergy_HSA=0.0954. (5) Drug 1: C1C(C(OC1N2C=NC3=C(N=C(N=C32)Cl)N)CO)O. Drug 2: CN(CCCl)CCCl.Cl. Cell line: SF-268. Synergy scores: CSS=15.0, Synergy_ZIP=-6.25, Synergy_Bliss=-0.937, Synergy_Loewe=0.686, Synergy_HSA=1.02. (6) Drug 1: CC1C(C(=O)NC(C(=O)N2CCCC2C(=O)N(CC(=O)N(C(C(=O)O1)C(C)C)C)C)C(C)C)NC(=O)C3=C4C(=C(C=C3)C)OC5=C(C(=O)C(=C(C5=N4)C(=O)NC6C(OC(=O)C(N(C(=O)CN(C(=O)C7CCCN7C(=O)C(NC6=O)C(C)C)C)C)C(C)C)C)N)C. Drug 2: C1C(C(OC1N2C=NC3=C(N=C(N=C32)Cl)N)CO)O. Cell line: SK-OV-3. Synergy scores: CSS=23.0, Synergy_ZIP=-5.22, Synergy_Bliss=-1.84, Synergy_Loewe=-3.82, Synergy_HSA=-0.624.